Dataset: Forward reaction prediction with 1.9M reactions from USPTO patents (1976-2016). Task: Predict the product of the given reaction. (1) Given the reactants Br[C:2]1[C:10]2[O:9][C:8]([N:11]3[CH2:16][CH2:15][S:14][CH2:13][CH2:12]3)=[N:7][C:6](=[O:17])[C:5]=2[S:4][CH:3]=1.[C:18]1(B(O)O)[CH:23]=[CH:22][CH:21]=[CH:20][CH:19]=1.C(=O)([O-])[O-].[Cs+].[Cs+], predict the reaction product. The product is: [S:14]1[CH2:15][CH2:16][N:11]([C:8]2[O:9][C:10]3[C:2]([C:18]4[CH:23]=[CH:22][CH:21]=[CH:20][CH:19]=4)=[CH:3][S:4][C:5]=3[C:6](=[O:17])[N:7]=2)[CH2:12][CH2:13]1. (2) The product is: [CH:35]1([P:28]([CH:29]2[CH2:30][CH2:31][CH2:32][CH2:33][CH2:34]2)[C:2]2[N:3]([C:16]([N:15]([CH2:12][CH3:14])[CH2:19][CH3:21])=[O:17])[C:4]3[CH:9]=[CH:8][CH:7]=[CH:6][C:5]=3[N:1]=2)[CH2:36][CH2:37][CH2:38][CH2:39][CH2:40]1. Given the reactants [N:1]1[C:5]2[CH:6]=[CH:7][CH:8]=[CH:9][C:4]=2[NH:3][CH:2]=1.[H-].[Na+].[CH:12]([N:15]([CH:19]([CH3:21])C)[C:16](Cl)=[O:17])([CH3:14])C.[Li]CCCC.Cl[P:28]([CH:35]1[CH2:40][CH2:39][CH2:38][CH2:37][CH2:36]1)[CH:29]1[CH2:34][CH2:33][CH2:32][CH2:31][CH2:30]1, predict the reaction product. (3) Given the reactants C([Si]([O:18][CH:19]1[CH2:24][CH2:23][CH:22]([C:25]2[O:26][C:27]3[CH:33]=[C:32]([O:34][CH2:35][CH:36]4[CH2:38][CH2:37]4)[CH:31]=[CH:30][C:28]=3[CH:29]=2)[CH2:21][CH2:20]1)(C1C=CC=CC=1)C1C=CC=CC=1)(C)(C)C.[F-].C([N+](CCCC)(CCCC)CCCC)CCC, predict the reaction product. The product is: [CH:36]1([CH2:35][O:34][C:32]2[CH:31]=[CH:30][C:28]3[CH:29]=[C:25]([C@H:22]4[CH2:23][CH2:24][C@H:19]([OH:18])[CH2:20][CH2:21]4)[O:26][C:27]=3[CH:33]=2)[CH2:37][CH2:38]1. (4) Given the reactants [OH-].[K+].[C:3]([CH:5]([CH2:14][CH:15]([CH3:17])[CH3:16])[CH2:6][C:7]([N:9]([CH2:12][CH3:13])[CH2:10][CH3:11])=[O:8])#[N:4].N.[H][H], predict the reaction product. The product is: [NH2:4][CH2:3][CH:5]([CH2:14][CH:15]([CH3:17])[CH3:16])[CH2:6][C:7]([N:9]([CH2:12][CH3:13])[CH2:10][CH3:11])=[O:8]. (5) Given the reactants [C:1]([C:5]1[CH:9]=[C:8]([C:10]([CH3:13])([CH3:12])[CH3:11])[NH:7][N:6]=1)([CH3:4])([CH3:3])[CH3:2].[H-].[Na+].[H][H].Br[CH2:19][C:20]1[CH:29]=[CH:28][C:23]([C:24]([O:26][CH3:27])=[O:25])=[CH:22][CH:21]=1, predict the reaction product. The product is: [C:1]([C:5]1[CH:9]=[C:8]([C:10]([CH3:13])([CH3:12])[CH3:11])[N:7]([CH2:19][C:20]2[CH:29]=[CH:28][C:23]([C:24]([O:26][CH3:27])=[O:25])=[CH:22][CH:21]=2)[N:6]=1)([CH3:4])([CH3:3])[CH3:2]. (6) Given the reactants [CH3:1][O:2][C:3]1[CH:4]=[C:5]([C:11](=O)[CH2:12][N:13]2[CH2:17][CH2:16][CH2:15][CH:14]2[C:18]2[CH:23]=[CH:22][CH:21]=[C:20]([O:24][CH2:25][CH2:26][CH2:27][N:28]3[CH2:33][CH2:32][CH2:31][CH2:30][CH2:29]3)[CH:19]=2)[CH:6]=[CH:7][C:8]=1[O:9][CH3:10].N, predict the reaction product. The product is: [CH3:1][O:2][C:3]1[CH:4]=[C:5]([C@H:11]2[C:23]3[C:18](=[CH:19][C:20]([O:24][CH2:25][CH2:26][CH2:27][N:28]4[CH2:33][CH2:32][CH2:31][CH2:30][CH2:29]4)=[CH:21][CH:22]=3)[C@@H:14]3[CH2:15][CH2:16][CH2:17][N:13]3[CH2:12]2)[CH:6]=[CH:7][C:8]=1[O:9][CH3:10]. (7) Given the reactants [OH:1][CH:2]([C:14]1[S:15][CH:16]=[CH:17][N:18]=1)[CH:3]1[CH2:8][CH2:7][CH:6]([C:9]([O:11][CH2:12][CH3:13])=[O:10])[CH2:5][CH2:4]1.C1C(=O)N([Br:26])C(=O)C1, predict the reaction product. The product is: [Br:26][C:16]1[S:15][C:14]([CH:2]([OH:1])[C@H:3]2[CH2:8][CH2:7][C@H:6]([C:9]([O:11][CH2:12][CH3:13])=[O:10])[CH2:5][CH2:4]2)=[N:18][CH:17]=1.[Br:26][C:16]1[S:15][C:14]([CH:2]([OH:1])[C@@H:3]2[CH2:8][CH2:7][C@H:6]([C:9]([O:11][CH2:12][CH3:13])=[O:10])[CH2:5][CH2:4]2)=[N:18][CH:17]=1. (8) Given the reactants [NH2:1][N:2]1[C:6]([CH:7]2[CH2:11][CH2:10][CH2:9][CH2:8]2)=[N:5][N:4]=[C:3]1S, predict the reaction product. The product is: [CH:7]1([C:6]2[N:2]([NH2:1])[CH:3]=[N:4][N:5]=2)[CH2:8][CH2:9][CH2:10][CH2:11]1. (9) The product is: [O:1]1[C:5]([C:6]2[CH:11]=[CH:10][C:9]([NH:12][C:13]3[N:14]=[C:15]([N:23]([C:27]4[CH:28]=[CH:29][CH:30]=[CH:31][CH:32]=4)[CH2:24][CH2:25][OH:26])[C:16]4[CH2:22][N:21]([CH2:37][CH2:38][CH3:39])[CH2:20][CH2:19][C:17]=4[N:18]=3)=[CH:8][CH:7]=2)=[CH:4][N:3]=[CH:2]1. Given the reactants [O:1]1[C:5]([C:6]2[CH:11]=[CH:10][C:9]([NH:12][C:13]3[N:14]=[C:15]([N:23]([C:27]4[CH:32]=[CH:31][CH:30]=[CH:29][CH:28]=4)[CH2:24][CH2:25][OH:26])[C:16]4[CH2:22][NH:21][CH2:20][CH2:19][C:17]=4[N:18]=3)=[CH:8][CH:7]=2)=[CH:4][N:3]=[CH:2]1.C(O)(=O)C.[CH:37](=O)[CH2:38][CH3:39].C([BH3-])#N.[Na+], predict the reaction product.